Dataset: Reaction yield outcomes from USPTO patents with 853,638 reactions. Task: Predict the reaction yield, written as a fraction of the theoretical maximum amount of product (1.0 means a 100% yield; for example, 0.34 means a 34% yield). The reactants are [CH:1]1([NH:4][C:5]2[N:10]=[C:9]([NH:11][CH2:12][CH2:13][CH3:14])[N:8]=[C:7]([NH:15][CH2:16][C:17]#[CH:18])[N:6]=2)[CH2:3][CH2:2]1.[OH:19][S:20]([OH:23])(=[O:22])=[O:21].S(O)(O)(=O)=O.CN(C)C1N=C(NCCC)N=C(NCC#C)N=1.CN(C)C1N=C(NCCC)N=C(NCC#C)N=1. No catalyst specified. The product is [S:20]([OH:23])([OH:22])(=[O:21])=[O:19].[CH:1]1([NH:4][C:5]2[N:10]=[C:9]([NH:11][CH2:12][CH2:13][CH3:14])[N:8]=[C:7]([NH:15][CH2:16][C:17]#[CH:18])[N:6]=2)[CH2:3][CH2:2]1.[CH:1]1([NH:4][C:5]2[N:10]=[C:9]([NH:11][CH2:12][CH2:13][CH3:14])[N:8]=[C:7]([NH:15][CH2:16][C:17]#[CH:18])[N:6]=2)[CH2:3][CH2:2]1. The yield is 0.790.